Dataset: Reaction yield outcomes from USPTO patents with 853,638 reactions. Task: Predict the reaction yield, written as a fraction of the theoretical maximum amount of product (1.0 means a 100% yield; for example, 0.34 means a 34% yield). (1) The reactants are [C:1]([NH:4][NH:5][C:6]([N:8]1[CH2:39][CH2:38][C:11]2([C:16](=[O:17])[N:15]([CH2:18][C:19]3[C:27]4[C:22](=[CH:23][CH:24]=[CH:25][CH:26]=4)[N:21]([S:28]([C:31]4[CH:37]=[CH:36][C:34]([CH3:35])=[CH:33][CH:32]=4)(=[O:30])=[O:29])[CH:20]=3)[CH2:14][CH2:13][CH2:12]2)[CH2:10][CH2:9]1)=O)(=[O:3])[CH3:2].O=P(Cl)(Cl)Cl. The catalyst is C1(C)C=CC=CC=1. The product is [CH3:2][C:1]1[O:3][C:6]([N:8]2[CH2:39][CH2:38][C:11]3([C:16](=[O:17])[N:15]([CH2:18][C:19]4[C:27]5[C:22](=[CH:23][CH:24]=[CH:25][CH:26]=5)[N:21]([S:28]([C:31]5[CH:37]=[CH:36][C:34]([CH3:35])=[CH:33][CH:32]=5)(=[O:29])=[O:30])[CH:20]=4)[CH2:14][CH2:13][CH2:12]3)[CH2:10][CH2:9]2)=[N:5][N:4]=1. The yield is 0.710. (2) The reactants are [F:1][C:2]1[CH:7]=[C:6](I)[CH:5]=[CH:4][C:3]=1[N:9]1[CH:14]=[C:13]([O:15][CH3:16])[C:12](=[O:17])[C:11]([C:18]2[N:22]([C:23]3[CH:28]=[CH:27][CH:26]=[CH:25][CH:24]=3)[N:21]=[CH:20][CH:19]=2)=[N:10]1.C([Sn](CCCC)(CCCC)[C:34]1[O:35][CH:36]=[CH:37][N:38]=1)CCC. The catalyst is O1CCOCC1.C([O-])(O)=O.[Na+].C1C=CC([P]([Pd]([P](C2C=CC=CC=2)(C2C=CC=CC=2)C2C=CC=CC=2)([P](C2C=CC=CC=2)(C2C=CC=CC=2)C2C=CC=CC=2)[P](C2C=CC=CC=2)(C2C=CC=CC=2)C2C=CC=CC=2)(C2C=CC=CC=2)C2C=CC=CC=2)=CC=1. The product is [F:1][C:2]1[CH:7]=[C:6]([C:34]2[O:35][CH:36]=[CH:37][N:38]=2)[CH:5]=[CH:4][C:3]=1[N:9]1[CH:14]=[C:13]([O:15][CH3:16])[C:12](=[O:17])[C:11]([C:18]2[N:22]([C:23]3[CH:28]=[CH:27][CH:26]=[CH:25][CH:24]=3)[N:21]=[CH:20][CH:19]=2)=[N:10]1. The yield is 0.530.